From a dataset of Reaction yield outcomes from USPTO patents with 853,638 reactions. Predict the reaction yield, written as a fraction of the theoretical maximum amount of product (1.0 means a 100% yield; for example, 0.34 means a 34% yield). The reactants are C(OC([NH:8][C:9]1[CH:10]=[C:11]([F:19])[C:12](C(OC)=O)=[N:13][CH:14]=1)=O)(C)(C)C.[ClH:20].O1CCOCC1. No catalyst specified. The product is [ClH:20].[Cl:20][C:12]1[N:13]=[CH:14][C:9]([NH2:8])=[CH:10][C:11]=1[F:19]. The yield is 1.00.